Task: Predict the reaction yield, written as a fraction of the theoretical maximum amount of product (1.0 means a 100% yield; for example, 0.34 means a 34% yield).. Dataset: Reaction yield outcomes from USPTO patents with 853,638 reactions (1) The reactants are [F:1][C:2]1[CH:7]=[CH:6][C:5]([CH2:8][C:9]2[CH:18]=[C:17]3[C:12]([C:13]([OH:32])=[C:14]([C:28](OC)=[O:29])[C:15](=[O:27])[N:16]3[C:19]3[CH:24]=[CH:23][C:22]([O:25][CH3:26])=[CH:21][CH:20]=3)=[N:11][CH:10]=2)=[CH:4][CH:3]=1.[NH2:33][CH2:34][CH2:35][OH:36]. No catalyst specified. The product is [F:1][C:2]1[CH:3]=[CH:4][C:5]([CH2:8][C:9]2[CH:18]=[C:17]3[C:12]([C:13]([OH:32])=[C:14]([C:28]([NH:33][CH2:34][CH2:35][OH:36])=[O:29])[C:15](=[O:27])[N:16]3[C:19]3[CH:20]=[CH:21][C:22]([O:25][CH3:26])=[CH:23][CH:24]=3)=[N:11][CH:10]=2)=[CH:6][CH:7]=1. The yield is 0.890. (2) The reactants are Cl[C:2]1[N:7]=[C:6]([C:8]([OH:10])=[O:9])[CH:5]=[CH:4][C:3]=1[C:11]#[N:12].[Cl:13][C:14]1[CH:19]=[CH:18][C:17]([CH2:20][SH:21])=[CH:16][CH:15]=1. The catalyst is CN(C)C=O. The product is [Cl:13][C:14]1[CH:19]=[CH:18][C:17]([CH2:20][S:21][C:2]2[N:7]=[C:6]([C:8]([OH:10])=[O:9])[CH:5]=[CH:4][C:3]=2[C:11]#[N:12])=[CH:16][CH:15]=1. The yield is 0.820. (3) The reactants are [CH3:1][C:2]1[C:7]([CH3:8])=[CH:6][CH:5]=[C:4]([CH3:9])[C:3]=1[OH:10].[C:11]1(=O)[O:16][C:14](=[O:15])[C:13]2=[CH:17][CH:18]=[CH:19][CH:20]=[C:12]12. No catalyst specified. The product is [OH:10][C:3]1[C:4]([CH3:9])=[CH:5][C:6]([C:11]2([C:6]3[CH:5]=[C:4]([CH3:9])[C:3]([OH:10])=[C:2]([CH3:1])[C:7]=3[CH3:8])[C:12]3[C:13](=[CH:17][CH:18]=[CH:19][CH:20]=3)[C:14](=[O:15])[O:16]2)=[C:7]([CH3:8])[C:2]=1[CH3:1]. The yield is 0.730. (4) The reactants are Br[C:2]1[CH:7]=[N:6][C:5]([Br:8])=[CH:4][N:3]=1.[F:9][C:10]1[CH:15]=[CH:14][C:13](B(O)O)=[CH:12][CH:11]=1.C(=O)([O-])[O-].[Na+].[Na+]. The catalyst is C1(C)C=CC=CC=1.C(O)C.C1C=CC([P]([Pd]([P](C2C=CC=CC=2)(C2C=CC=CC=2)C2C=CC=CC=2)([P](C2C=CC=CC=2)(C2C=CC=CC=2)C2C=CC=CC=2)[P](C2C=CC=CC=2)(C2C=CC=CC=2)C2C=CC=CC=2)(C2C=CC=CC=2)C2C=CC=CC=2)=CC=1. The product is [Br:8][C:5]1[CH:4]=[N:3][C:2]([C:13]2[CH:14]=[CH:15][C:10]([F:9])=[CH:11][CH:12]=2)=[CH:7][N:6]=1. The yield is 0.570. (5) The reactants are [NH2:1][C:2]1[CH:3]=[C:4]2[C:9](=[CH:10][CH:11]=1)[N:8]=[CH:7][C:6]([C:12]#[N:13])=[C:5]2[NH:14][C:15]1[CH:20]=[CH:19][C:18]([F:21])=[C:17]([Cl:22])[CH:16]=1.[C:23]([O:27][C:28]([N:30]1[CH2:34][CH2:33][CH:32]([CH:35]=O)[CH2:31]1)=[O:29])([CH3:26])([CH3:25])[CH3:24].[BH3-]C#N.[Na+]. The catalyst is CCO. The product is [C:23]([O:27][C:28]([N:30]1[CH2:34][CH2:33][CH:32]([CH2:35][NH:1][C:2]2[CH:3]=[C:4]3[C:9](=[CH:10][CH:11]=2)[N:8]=[CH:7][C:6]([C:12]#[N:13])=[C:5]3[NH:14][C:15]2[CH:20]=[CH:19][C:18]([F:21])=[C:17]([Cl:22])[CH:16]=2)[CH2:31]1)=[O:29])([CH3:26])([CH3:24])[CH3:25]. The yield is 0.750.